Dataset: Forward reaction prediction with 1.9M reactions from USPTO patents (1976-2016). Task: Predict the product of the given reaction. (1) Given the reactants [Cl:1][C:2]1[C:3]2[CH2:10][C:9](=[O:11])[NH:8][C:4]=2[N:5]=[CH:6][N:7]=1.[N:12]1([CH2:18][CH2:19][NH:20][C:21]([C:23]2[NH:24][C:25]([CH:29]=O)=[C:26]([CH3:28])[CH:27]=2)=[O:22])[CH2:17][CH2:16][O:15][CH2:14][CH2:13]1, predict the reaction product. The product is: [N:12]1([CH2:18][CH2:19][NH:20][C:21]([C:23]2[NH:24][C:25]([CH:29]=[C:10]3[C:3]4[C:2]([Cl:1])=[N:7][CH:6]=[N:5][C:4]=4[NH:8][C:9]3=[O:11])=[C:26]([CH3:28])[CH:27]=2)=[O:22])[CH2:13][CH2:14][O:15][CH2:16][CH2:17]1. (2) The product is: [C:13]([C:4]1[N:3]=[C:2]([NH:22][C@H:23]2[CH2:27][CH2:26][N:25]([C:28]([O:30][C:31]([CH3:34])([CH3:33])[CH3:32])=[O:29])[CH2:24]2)[C:11]2[C:6]([CH:5]=1)=[CH:7][CH:8]=[CH:9][C:10]=2[F:12])#[N:14]. Given the reactants Cl[C:2]1[C:11]2[C:6](=[CH:7][CH:8]=[CH:9][C:10]=2[F:12])[CH:5]=[C:4]([C:13]#[N:14])[N:3]=1.CCN(CC)CC.[NH2:22][C@H:23]1[CH2:27][CH2:26][N:25]([C:28]([O:30][C:31]([CH3:34])([CH3:33])[CH3:32])=[O:29])[CH2:24]1, predict the reaction product. (3) The product is: [CH2:16]([O:15][C:8]1[CH:7]=[CH:6][C:5]([S:2]([CH3:1])(=[O:4])=[O:3])=[CH:14][C:9]=1[C:10]([OH:12])=[O:11])[C:17]1[CH:22]=[CH:21][CH:20]=[CH:19][CH:18]=1. Given the reactants [CH3:1][S:2]([C:5]1[CH:14]=[C:9]([C:10]([O:12]C)=[O:11])[C:8]([OH:15])=[CH:7][CH:6]=1)(=[O:4])=[O:3].[CH2:16](O)[C:17]1[CH:22]=[CH:21][CH:20]=[CH:19][CH:18]=1, predict the reaction product.